The task is: Predict the reaction yield, written as a fraction of the theoretical maximum amount of product (1.0 means a 100% yield; for example, 0.34 means a 34% yield).. This data is from Reaction yield outcomes from USPTO patents with 853,638 reactions. (1) The reactants are C[Si]([CH:5](P(OCC)(OCC)=O)[C:6]([O-:8])=[O:7])(C)C.C([Li])CCC.[CH3:22][O:23][CH2:24][O:25][C:26]1[CH:31]=[C:30]([O:32][CH2:33][O:34][CH3:35])[CH:29]=[CH:28][C:27]=1[CH:36]1[CH2:41][CH2:40][C:39](=O)[CH2:38][CH2:37]1.[OH-].[Na+]. The product is [CH3:22][O:23][CH2:24][O:25][C:26]1[CH:31]=[C:30]([O:32][CH2:33][O:34][CH3:35])[CH:29]=[CH:28][C:27]=1[CH:36]1[CH2:41][CH2:40][C:39](=[CH:5][C:6]([OH:8])=[O:7])[CH2:38][CH2:37]1. The catalyst is O1CCCC1. The yield is 0.520. (2) The yield is 0.910. The reactants are [CH2:1]([CH:4]1[CH2:9][CH2:8][CH:7]([CH2:10][OH:11])[CH2:6][CH2:5]1)[C:2]#[CH:3].N1C=CC=CC=1.[C:18](OC(=O)C)(=[O:20])[CH3:19]. The product is [C:18]([O:11][CH2:10][CH:7]1[CH2:8][CH2:9][CH:4]([CH2:1][C:2]#[CH:3])[CH2:5][CH2:6]1)(=[O:20])[CH3:19]. The catalyst is CN(C=O)C. (3) The reactants are Cl.[CH3:2][O:3][C:4](=[O:9])[C@H:5]([CH2:7][OH:8])[NH2:6].[CH3:10][C:11]1[CH:12]=[C:13]([CH:17]=[CH:18][C:19]=1[N+:20]([O-:22])=[O:21])[C:14](O)=[O:15].CCN=C=NCCCN(C)C.Cl.C(N(CC)C(C)C)(C)C. The catalyst is CN(C1C=CN=CC=1)C.ClCCl. The product is [CH3:2][O:3][C:4](=[O:9])[C@H:5]([CH2:7][OH:8])[NH:6][C:14](=[O:15])[C:13]1[CH:17]=[CH:18][C:19]([N+:20]([O-:22])=[O:21])=[C:11]([CH3:10])[CH:12]=1. The yield is 0.880. (4) The reactants are [OH-].[Na+].[NH2:3][C:4]1[CH:11]=[CH:10][C:7]([C:8]#[N:9])=[C:6]([O:12][CH3:13])[CH:5]=1.[C:14](O[C:14]([O:16][C:17]([CH3:20])([CH3:19])[CH3:18])=[O:15])([O:16][C:17]([CH3:20])([CH3:19])[CH3:18])=[O:15].[C:29](O)(C)(C)C. The catalyst is O.O1CCCC1. The product is [C:8]([C:7]1[C:6]([CH3:29])([O:12][CH3:13])[CH2:5][C:4]([NH:3][C:14](=[O:15])[O:16][C:17]([CH3:20])([CH3:19])[CH3:18])=[CH:11][CH:10]=1)#[N:9]. The yield is 0.560. (5) The reactants are Cl[S:2]([C:5]1[S:6][C:7]([C:10]#[C:11][CH2:12][CH2:13][CH3:14])=[CH:8][CH:9]=1)(=[O:4])=[O:3].[NH2:15][C:16]1[O:20][N:19]=[C:18]([CH3:21])[C:17]=1[Br:22]. No catalyst specified. The product is [Br:22][C:17]1[C:18]([CH3:21])=[N:19][O:20][C:16]=1[NH:15][S:2]([C:5]1[S:6][C:7]([C:10]#[C:11][CH2:12][CH2:13][CH3:14])=[CH:8][CH:9]=1)(=[O:4])=[O:3]. The yield is 0.870. (6) The reactants are [Br:1][C:2]1[CH:10]=[C:6]([C:7]([OH:9])=O)[C:5]([OH:11])=[CH:4][CH:3]=1.[NH2:12][C:13]1[CH:17]=[C:16]([C:18]2[CH:23]=[CH:22][CH:21]=[CH:20][CH:19]=2)[NH:15][N:14]=1. No catalyst specified. The product is [Br:1][C:2]1[CH:3]=[CH:4][C:5]([OH:11])=[C:6]([CH:10]=1)[C:7]([NH:12][C:13]1[CH:17]=[C:16]([C:18]2[CH:23]=[CH:22][CH:21]=[CH:20][CH:19]=2)[NH:15][N:14]=1)=[O:9]. The yield is 0.0920. (7) The reactants are [F:1][C:2]([F:46])([F:45])[C:3]([C:41]([F:44])([F:43])[F:42])=[CH:4][C:5]([NH:7][C@:8]([C:30]1[CH:35]=[CH:34][C:33]([F:36])=[C:32]([O:37][CH:38]([CH3:40])[CH3:39])[CH:31]=1)([C:16]1[CH:21]=[C:20]([O:22][C:23]([F:28])([F:27])[CH:24]([F:26])[F:25])[CH:19]=[C:18]([F:29])[CH:17]=1)[CH2:9][C:10]1[CH:15]=[CH:14][CH:13]=[CH:12][CH:11]=1)=[O:6].C1(C2C=C[N+]([O-:59])=CC=2)C=CC=CC=1.[O-]Cl.[Na+]. The catalyst is C(#N)C. The product is [F:36][C:33]1[CH:34]=[CH:35][C:30]([C@@:8]([NH:7][C:5]([CH:4]2[C:3]([C:41]([F:43])([F:44])[F:42])([C:2]([F:1])([F:45])[F:46])[O:59]2)=[O:6])([C:16]2[CH:21]=[C:20]([O:22][C:23]([F:27])([F:28])[CH:24]([F:26])[F:25])[CH:19]=[C:18]([F:29])[CH:17]=2)[CH2:9][C:10]2[CH:15]=[CH:14][CH:13]=[CH:12][CH:11]=2)=[CH:31][C:32]=1[O:37][CH:38]([CH3:40])[CH3:39]. The yield is 0.740.